The task is: Predict the reactants needed to synthesize the given product.. This data is from Full USPTO retrosynthesis dataset with 1.9M reactions from patents (1976-2016). (1) Given the product [S:1]1[C:5]2[CH:6]=[CH:7][CH:8]=[CH:9][C:4]=2[C:3]([C:14]2[N:18]([CH3:19])[N:17]=[C:16]([CH3:20])[C:15]=2[CH:21]=[O:22])=[CH:2]1, predict the reactants needed to synthesize it. The reactants are: [S:1]1[C:5]2[CH:6]=[CH:7][CH:8]=[CH:9][C:4]=2[C:3](B(O)O)=[CH:2]1.Cl[C:14]1[N:18]([CH3:19])[N:17]=[C:16]([CH3:20])[C:15]=1[CH:21]=[O:22].C(=O)([O-])[O-].[Na+].[Na+].COCCOC. (2) Given the product [Cl:1][C:2]1[C:3]([O:12][C:13]2[CH:18]=[C:17]([O:19][CH2:42][CH2:41][CH2:40][O:39][CH2:38][CH2:37][O:36][CH3:35])[CH:16]=[CH:15][C:14]=2/[CH:20]=[CH:21]/[C:22]([O:24][CH2:25][CH3:26])=[O:23])=[N:4][CH:5]=[C:6]([C:8]([F:9])([F:11])[F:10])[CH:7]=1, predict the reactants needed to synthesize it. The reactants are: [Cl:1][C:2]1[C:3]([O:12][C:13]2[CH:18]=[C:17]([OH:19])[CH:16]=[CH:15][C:14]=2/[CH:20]=[CH:21]/[C:22]([O:24][CH2:25][CH3:26])=[O:23])=[N:4][CH:5]=[C:6]([C:8]([F:11])([F:10])[F:9])[CH:7]=1.C(=O)([O-])[O-].[K+].[K+].[I-].[Na+].[CH3:35][O:36][CH2:37][CH2:38][O:39][CH2:40][CH2:41][CH2:42]Br.[Cl-].[NH4+]. (3) Given the product [NH2:7][C:8]1[O:9][CH2:10][C@@:11]2([C:21]3[C:16](=[CH:17][CH:18]=[C:19]([NH:22][C:23]([C:25]4[CH:30]=[N:29][C:28]([O:31][CH3:32])=[CH:27][N:26]=4)=[O:24])[CH:20]=3)[O:15][C:14]([CH3:33])([CH3:34])[C:13]32[CH2:35][CH2:36]3)[N:12]=1, predict the reactants needed to synthesize it. The reactants are: C(OC(=O)[NH:7][C:8]1[O:9][CH2:10][C@@:11]2([C:21]3[C:16](=[CH:17][CH:18]=[C:19]([NH:22][C:23]([C:25]4[CH:30]=[N:29][C:28]([O:31][CH3:32])=[CH:27][N:26]=4)=[O:24])[CH:20]=3)[O:15][C:14]([CH3:34])([CH3:33])[C:13]32[CH2:36][CH2:35]3)[N:12]=1)(C)(C)C.FC(F)(F)C(O)=O. (4) Given the product [Cl:1][C:2]1[CH:3]=[CH:4][C:5]([S:8]([C:11]23[CH2:26][CH2:25][CH:24]([SH:27])[CH2:23][CH:12]2[CH2:13][O:14][C:15]2[C:20]3=[C:19]([F:21])[CH:18]=[CH:17][C:16]=2[F:22])(=[O:10])=[O:9])=[CH:6][CH:7]=1, predict the reactants needed to synthesize it. The reactants are: [Cl:1][C:2]1[CH:7]=[CH:6][C:5]([S:8]([C:11]23[CH2:26][CH2:25][CH:24]([S:27]C(=O)C)[CH2:23][CH:12]2[CH2:13][O:14][C:15]2[C:20]3=[C:19]([F:21])[CH:18]=[CH:17][C:16]=2[F:22])(=[O:10])=[O:9])=[CH:4][CH:3]=1.[OH-].[Na+].C1COCC1. (5) The reactants are: [NH2:1][C@@:2]([C:17]1[CH:22]=[C:21]([Br:23])[C:20]([F:24])=[CH:19][C:18]=1[F:25])([CH3:16])[C:3]([F:15])([F:14])[C:4]([CH3:13])([O:6][CH2:7][C:8](OCC)=[O:9])[CH3:5].CCCCCCC. Given the product [Br:23][C:21]1[C:20]([F:24])=[CH:19][C:18]([F:25])=[C:17]([C@:2]2([CH3:16])[C:3]([F:15])([F:14])[C:4]([CH3:13])([CH3:5])[O:6][CH2:7][C:8](=[O:9])[NH:1]2)[CH:22]=1, predict the reactants needed to synthesize it. (6) Given the product [F:1][C:2]1[CH:3]=[C:4]2[C:12](=[C:13]([S:15]([CH3:18])(=[O:17])=[O:16])[CH:14]=1)[N:11]([C@H:51]([C:48]1[CH:47]=[CH:46][C:45]([C:44]([F:43])([F:54])[F:55])=[CH:50][CH:49]=1)[CH3:52])[C:10]1[C@@H:9]([CH2:19][C:20]([O:22][CH3:23])=[O:21])[CH2:8][CH2:7][CH2:6][C:5]2=1, predict the reactants needed to synthesize it. The reactants are: [F:1][C:2]1[CH:3]=[C:4]2[C:12](=[C:13]([S:15]([CH3:18])(=[O:17])=[O:16])[CH:14]=1)[NH:11][C:10]1[C@@H:9]([CH2:19][C:20]([O:22][CH3:23])=[O:21])[CH2:8][CH2:7][CH2:6][C:5]2=1.C1(P(C2C=CC=CC=2)C2C=CC=CC=2)C=CC=CC=1.[F:43][C:44]([F:55])([F:54])[C:45]1[CH:50]=[CH:49][C:48]([C@H:51](O)[CH3:52])=[CH:47][CH:46]=1.N(C(OC(C)(C)C)=O)=NC(OC(C)(C)C)=O. (7) Given the product [CH3:29][N:30]1[CH2:35][CH2:34][N:33]([C:19]([C:18]2[CH:17]=[C:16]([CH:24]=[CH:23][CH:22]=2)[CH2:15][O:14][NH:13][C:11](=[O:12])[C:10]2[CH:25]=[CH:26][CH:27]=[CH:28][C:9]=2[NH:8][CH2:7][C:4]2[CH:3]=[CH:2][N:1]=[CH:6][CH:5]=2)=[O:20])[CH2:32][CH2:31]1, predict the reactants needed to synthesize it. The reactants are: [N:1]1[CH:6]=[CH:5][C:4]([CH2:7][NH:8][C:9]2[CH:28]=[CH:27][CH:26]=[CH:25][C:10]=2[C:11]([NH:13][O:14][CH2:15][C:16]2[CH:17]=[C:18]([CH:22]=[CH:23][CH:24]=2)[C:19](O)=[O:20])=[O:12])=[CH:3][CH:2]=1.[CH3:29][N:30]1[CH2:35][CH2:34][NH:33][CH2:32][CH2:31]1. (8) Given the product [N:14]1([CH2:15][CH2:16][CH2:17][CH2:18][CH2:19][NH:20][C:21](=[O:28])[C:22]2[CH:27]=[CH:26][CH:25]=[CH:24][CH:23]=2)[C:13]2[C:12]3[CH:11]=[CH:10][CH:9]=[CH:8][C:7]=3[N:6]=[CH:5][C:4]=2[N:1]=[CH:35]1, predict the reactants needed to synthesize it. The reactants are: [N+:1]([C:4]1[CH:5]=[N:6][C:7]2[C:12]([C:13]=1[NH:14][CH2:15][CH2:16][CH2:17][CH2:18][CH2:19][NH:20][C:21](=[O:28])[C:22]1[CH:27]=[CH:26][CH:25]=[CH:24][CH:23]=1)=[CH:11][CH:10]=[CH:9][CH:8]=2)([O-])=O.S([O-])([O-])(=O)=O.[Mg+2].[CH2:35](OC(OCC)OCC)C. (9) Given the product [CH2:3]([C:2]1=[CH:1][N:12]([C:10]([CH3:13])([CH3:11])[C:9]([F:15])([F:14])[F:8])[S:23]/[C:22]/1=[N:21]\[C:16](=[O:20])[O:17][CH2:18][CH3:19])[CH2:4][CH2:5][CH3:6], predict the reactants needed to synthesize it. The reactants are: [CH:1](=O)[CH2:2][CH2:3][CH2:4][CH2:5][CH3:6].[F:8][C:9]([F:15])([F:14])[C:10]([CH3:13])([NH2:12])[CH3:11].[C:16]([N:21]=[C:22]=[S:23])(=[O:20])[O:17][CH2:18][CH3:19].II.